This data is from Peptide-MHC class II binding affinity with 134,281 pairs from IEDB. The task is: Regression. Given a peptide amino acid sequence and an MHC pseudo amino acid sequence, predict their binding affinity value. This is MHC class II binding data. (1) The peptide sequence is FNFSQDDLLTEDVMI. The MHC is HLA-DQA10501-DQB10301 with pseudo-sequence HLA-DQA10501-DQB10301. The binding affinity (normalized) is 0. (2) The peptide sequence is EAGKPGKAGERGPPGPQG. The MHC is HLA-DQA10302-DQB10401 with pseudo-sequence HLA-DQA10303-DQB10402. The binding affinity (normalized) is 0. (3) The MHC is DRB1_0901 with pseudo-sequence DRB1_0901. The peptide sequence is YTIDCDGSILGAAVND. The binding affinity (normalized) is 0.392. (4) The peptide sequence is VPPADKYKTFEAAFT. The MHC is DRB1_0901 with pseudo-sequence DRB1_0901. The binding affinity (normalized) is 0.574. (5) The peptide sequence is PSPSMGRDIKVQFQS. The MHC is DRB3_0202 with pseudo-sequence DRB3_0202. The binding affinity (normalized) is 0.0879. (6) The peptide sequence is FIKVRQYDQILIEICGKKAIGTV. The MHC is H-2-IAb with pseudo-sequence H-2-IAb. The binding affinity (normalized) is 0.187. (7) The peptide sequence is ADKVAYALAQGLKVI. The MHC is HLA-DQA10501-DQB10301 with pseudo-sequence HLA-DQA10501-DQB10301. The binding affinity (normalized) is 0.399. (8) The peptide sequence is GRGSGSSFEIKSTKPEASSG. The MHC is HLA-DQA10102-DQB10602 with pseudo-sequence HLA-DQA10102-DQB10602. The binding affinity (normalized) is 0.725. (9) The peptide sequence is ILRQLLTGGVKKGRPSLKLQ. The MHC is HLA-DPA10201-DPB10501 with pseudo-sequence HLA-DPA10201-DPB10501. The binding affinity (normalized) is 0.849. (10) The peptide sequence is TILIKKYNLNRAMML. The MHC is DRB4_0101 with pseudo-sequence DRB4_0103. The binding affinity (normalized) is 0.796.